From a dataset of Reaction yield outcomes from USPTO patents with 853,638 reactions. Predict the reaction yield, written as a fraction of the theoretical maximum amount of product (1.0 means a 100% yield; for example, 0.34 means a 34% yield). (1) The reactants are [CH2:1]([C:3]1[CH:4]=[N:5][C:6]([O:9][CH:10]2[CH2:15][CH2:14][CH:13]([C:16](=[S:18])[NH2:17])[CH2:12][CH2:11]2)=[N:7][CH:8]=1)[CH3:2].[Cl:19][CH2:20][C:21]([CH2:23]Cl)=O.S([O-])([O-])(=O)=O.[Mg+2]. The catalyst is CC(C)=O.O. The product is [Cl:19][CH2:20][C:21]1[N:17]=[C:16]([CH:13]2[CH2:14][CH2:15][CH:10]([O:9][C:6]3[N:5]=[CH:4][C:3]([CH2:1][CH3:2])=[CH:8][N:7]=3)[CH2:11][CH2:12]2)[S:18][CH:23]=1. The yield is 0.200. (2) The reactants are [F:1][C:2]1[CH:21]=[CH:20][CH:19]=[C:18]([F:22])[C:3]=1[C:4]([NH:6][CH:7]([C:13]([O:15][CH2:16][CH3:17])=[O:14])[C:8]([O:10][CH2:11][CH3:12])=[O:9])=O.FC(F)(F)C(OC(=O)C(F)(F)F)=O. The catalyst is FC(F)(F)C1C=CC=CC=1. The product is [F:1][C:2]1[CH:21]=[CH:20][CH:19]=[C:18]([F:22])[C:3]=1[C:4]1[O:9][C:8]([O:10][CH2:11][CH3:12])=[C:7]([C:13]([O:15][CH2:16][CH3:17])=[O:14])[N:6]=1. The yield is 0.450. (3) The yield is 0.410. The product is [Cl:15][C:8]1[C:7]2[C:11](=[CH:12][CH:13]=[CH:14][C:6]=2[N+:3]([O-:5])=[O:4])[NH:10][N:9]=1. The catalyst is O. The reactants are [OH-].[Na+].[N+:3]([C:6]1[CH:14]=[CH:13][CH:12]=[C:11]2[C:7]=1[CH:8]=[N:9][NH:10]2)([O-:5])=[O:4].[Cl:15][O-].[Na+].Cl. (4) The reactants are [CH2:1]([O:8][C:9]1[C:10]([C:25]2[CH:26]=[CH:27][C:28]3[O:33][CH2:32][CH2:31][CH2:30][C:29]=3[CH:34]=2)=[C:11]([C:19](=[O:24])[C:20]([O:22][CH3:23])=[O:21])[C:12]([C:15]([F:18])([F:17])[F:16])=[CH:13][CH:14]=1)[C:2]1[CH:7]=[CH:6][CH:5]=[CH:4][CH:3]=1.[BH4-].[Na+].C(O)(=O)C. The catalyst is O. The product is [CH2:1]([O:8][C:9]1[C:10]([C:25]2[CH:26]=[CH:27][C:28]3[O:33][CH2:32][CH2:31][CH2:30][C:29]=3[CH:34]=2)=[C:11]([CH:19]([OH:24])[C:20]([O:22][CH3:23])=[O:21])[C:12]([C:15]([F:17])([F:18])[F:16])=[CH:13][CH:14]=1)[C:2]1[CH:7]=[CH:6][CH:5]=[CH:4][CH:3]=1. The yield is 0.780. (5) The reactants are [ClH:1].[NH2:2][C@H:3]([C:9]([OH:11])=[O:10])[CH2:4][CH2:5][CH2:6][CH2:7][NH2:8].[CH3:12][Si]([Cl:16])(C)C. The catalyst is CO. The product is [ClH:16].[ClH:1].[CH3:12][O:10][C:9](=[O:11])[C@H:3]([CH2:4][CH2:5][CH2:6][CH2:7][NH2:8])[NH2:2].[CH3:9][OH:10]. The yield is 0.994. (6) The reactants are [C:1]([C:3]1[N:4]=[C:5]([N:8]2[CH2:11][CH:10](OS(C)(=O)=O)[CH2:9]2)[O:6][CH:7]=1)#[N:2].[C:17]([O-:20])(=[S:19])[CH3:18].[K+]. The catalyst is CN(C)C=O. The product is [C:17]([S:19][CH:10]1[CH2:9][N:8]([C:5]2[O:6][CH:7]=[C:3]([C:1]#[N:2])[N:4]=2)[CH2:11]1)(=[O:20])[CH3:18]. The yield is 0.550.